From a dataset of Catalyst prediction with 721,799 reactions and 888 catalyst types from USPTO. Predict which catalyst facilitates the given reaction. (1) Reactant: Cl[C:2]1[N:7]=[C:6]([C:8]2[CH:13]=[CH:12][CH:11]=[C:10]([O:14][CH3:15])[CH:9]=2)[N:5]=[C:4]([NH:16][C:17]2[CH:22]=[CH:21][CH:20]=[C:19]([N+:23]([O-:25])=[O:24])[CH:18]=2)[N:3]=1.Cl.[NH2:27][OH:28].C([O-])([O-])=O.[Na+].[Na+]. Product: [OH:28][NH:27][C:2]1[N:7]=[C:6]([C:8]2[CH:13]=[CH:12][CH:11]=[C:10]([O:14][CH3:15])[CH:9]=2)[N:5]=[C:4]([NH:16][C:17]2[CH:22]=[CH:21][CH:20]=[C:19]([N+:23]([O-:25])=[O:24])[CH:18]=2)[N:3]=1. The catalyst class is: 3. (2) Product: [Cl:1][C:2]1[CH:7]=[CH:6][N:5]=[C:4]([NH:8][C:9](=[O:15])[O:10][C:11]([CH3:12])([CH3:14])[CH3:13])[C:3]=1[I:29]. Reactant: [Cl:1][C:2]1[CH:7]=[CH:6][N:5]=[C:4]([NH:8][C:9](=[O:15])[O:10][C:11]([CH3:14])([CH3:13])[CH3:12])[CH:3]=1.CN(C)CCN(C)C.C([Li])CCC.[I:29]I.S([O-])(O)=O.[Na+]. The catalyst class is: 188. (3) Reactant: Br[CH:2](Br)[C:3]1[C:8]([CH:9](Br)Br)=[N:7][CH:6]=[CH:5][N:4]=1.[C:13]([O:22][CH2:23][CH3:24])(=[O:21])/[CH:14]=[CH:15]\[C:16]([O:18][CH2:19][CH3:20])=[O:17].N[C@H](C(O)=O)CC1C=C2C(C=CC=C2)=CC=1. Product: [CH2:23]([O:22][C:13]([C:14]1[CH:2]=[C:3]2[C:8](=[CH:9][C:15]=1[C:16]([O:18][CH2:19][CH3:20])=[O:17])[N:7]=[CH:6][CH:5]=[N:4]2)=[O:21])[CH3:24]. The catalyst class is: 3. (4) Reactant: [NH2:1][CH2:2][C@@H:3]1[CH2:8][CH2:7][CH2:6][N:5]([C:9]([O:11][C:12]([CH3:15])([CH3:14])[CH3:13])=[O:10])[CH2:4]1.Cl[C:17]1[C:26]2[C:21](=[N:22][CH:23]=[CH:24][N:25]=2)[CH:20]=[C:19]([Cl:27])[N:18]=1.CCN(C(C)C)C(C)C. Product: [Cl:27][C:19]1[N:18]=[C:17]([NH:1][CH2:2][C@@H:3]2[CH2:8][CH2:7][CH2:6][N:5]([C:9]([O:11][C:12]([CH3:15])([CH3:14])[CH3:13])=[O:10])[CH2:4]2)[C:26]2[C:21](=[N:22][CH:23]=[CH:24][N:25]=2)[CH:20]=1. The catalyst class is: 1. (5) Reactant: [CH3:1][C:2]1[S:3][C:4]([C:10]2[CH:15]=[CH:14][CH:13]=[CH:12][CH:11]=2)=[C:5]([C:7]([OH:9])=O)[N:6]=1.CCN(C(C)C)C(C)C.CN(C(ON1N=NC2C=CC=CC1=2)=[N+](C)C)C.[B-](F)(F)(F)F.[F:47][C:48]1[CH:49]=[CH:50][C:51]2[N:52]([CH:54]=[C:55]([CH2:57][C@@H:58]3[CH2:63][CH2:62][CH2:61][CH2:60][NH:59]3)[N:56]=2)[CH:53]=1. Product: [F:47][C:48]1[CH:49]=[CH:50][C:51]2[N:52]([CH:54]=[C:55]([CH2:57][C@@H:58]3[CH2:63][CH2:62][CH2:61][CH2:60][N:59]3[C:7]([C:5]3[N:6]=[C:2]([CH3:1])[S:3][C:4]=3[C:10]3[CH:15]=[CH:14][CH:13]=[CH:12][CH:11]=3)=[O:9])[N:56]=2)[CH:53]=1. The catalyst class is: 163. (6) Reactant: [C:1]([O:5][C:6]([N:8]1[CH2:14][C:11]2([CH2:13][CH2:12]2)[CH2:10][C@H:9]1[C:15]([OH:17])=O)=[O:7])([CH3:4])([CH3:3])[CH3:2].Cl.[F:19][C:20]([F:36])([F:35])[C:21]1[N:26]=[CH:25][C:24]([C:27]2[N:32]=[CH:31][N:30]=[C:29]([CH2:33][NH2:34])[CH:28]=2)=[CH:23][CH:22]=1.C(P1(=O)OP(=O)(CCC)OP(=O)(CCC)O1)CC.C(N(CC)C(C)C)(C)C. Product: [F:36][C:20]([F:19])([F:35])[C:21]1[N:26]=[CH:25][C:24]([C:27]2[N:32]=[CH:31][N:30]=[C:29]([CH2:33][NH:34][C:15]([C@@H:9]3[CH2:10][C:11]4([CH2:12][CH2:13]4)[CH2:14][N:8]3[C:6]([O:5][C:1]([CH3:2])([CH3:3])[CH3:4])=[O:7])=[O:17])[CH:28]=2)=[CH:23][CH:22]=1. The catalyst class is: 13. (7) Reactant: [CH3:1][O:2][C:3]1[N:7]([CH3:8])[N:6]=[CH:5][CH:4]=1.[Br-:9].[Br-].[Br-].[NH+]1C=CC=CC=1.[NH+]1C=CC=CC=1.[NH+]1C=CC=CC=1.C([O-])(O)=O.[Na+]. Product: [Br:9][C:4]1[CH:5]=[N:6][N:7]([CH3:8])[C:3]=1[O:2][CH3:1]. The catalyst class is: 24.